From a dataset of Catalyst prediction with 721,799 reactions and 888 catalyst types from USPTO. Predict which catalyst facilitates the given reaction. (1) Reactant: [CH3:1][O:2][C:3]1[N:12]=[CH:11][CH:10]=[C:9]([C:13]#[C:14][C:15]2[CH:20]=[CH:19][CH:18]=[CH:17][CH:16]=2)[C:4]=1[C:5](OC)=[O:6].[NH3:21]. Product: [CH3:1][O:2][C:3]1[N:12]=[CH:11][CH:10]=[C:9]2[C:4]=1[C:5](=[O:6])[NH:21][C:14]([C:15]1[CH:20]=[CH:19][CH:18]=[CH:17][CH:16]=1)=[CH:13]2. The catalyst class is: 5. (2) Reactant: ClC1C(C2C=CC=C(F)N=2)=CC(N[C@H]2CC[C@H](O)CC2)=NC=1.NC1CCN(C(OC(C)(C)C)=O)CC1.[Cl:37][C:38]1[C:39]([C:52]2[CH:57]=[CH:56][CH:55]=[C:54]([NH:58][CH:59]3[CH2:64][CH2:63][N:62](C(OC(C)(C)C)=O)[CH2:61][CH2:60]3)[N:53]=2)=[CH:40][C:41]([NH:44][C@H:45]2[CH2:50][CH2:49][C@H:48]([OH:51])[CH2:47][CH2:46]2)=[N:42][CH:43]=1. Product: [Cl:37][C:38]1[C:39]([C:52]2[CH:57]=[CH:56][CH:55]=[C:54]([NH:58][CH:59]3[CH2:64][CH2:63][NH:62][CH2:61][CH2:60]3)[N:53]=2)=[CH:40][C:41]([NH:44][C@H:45]2[CH2:50][CH2:49][C@H:48]([OH:51])[CH2:47][CH2:46]2)=[N:42][CH:43]=1. The catalyst class is: 16.